Dataset: Peptide-MHC class II binding affinity with 134,281 pairs from IEDB. Task: Regression. Given a peptide amino acid sequence and an MHC pseudo amino acid sequence, predict their binding affinity value. This is MHC class II binding data. (1) The peptide sequence is TKKGNVWEVKSSKPLVGPFN. The MHC is HLA-DQA10501-DQB10201 with pseudo-sequence HLA-DQA10501-DQB10201. The binding affinity (normalized) is 0.497. (2) The peptide sequence is RSLPPIVKDASIQVV. The MHC is DRB1_0405 with pseudo-sequence DRB1_0405. The binding affinity (normalized) is 0.471. (3) The peptide sequence is LALVGFLGGLITGTS. The MHC is HLA-DQA10102-DQB10502 with pseudo-sequence HLA-DQA10102-DQB10502. The binding affinity (normalized) is 0. (4) The peptide sequence is LYKYKVVKIEPLGVAPTKAK. The MHC is HLA-DPA10201-DPB10101 with pseudo-sequence HLA-DPA10201-DPB10101. The binding affinity (normalized) is 0.604. (5) The peptide sequence is VEVWQGLALLSEAVL. The MHC is DRB1_0401 with pseudo-sequence DRB1_0401. The binding affinity (normalized) is 0.337. (6) The peptide sequence is VATLSEALRIIAGTL. The MHC is DRB1_1101 with pseudo-sequence DRB1_1101. The binding affinity (normalized) is 0.489. (7) The peptide sequence is GELEIVDKIDAAFKI. The MHC is DRB1_1101 with pseudo-sequence DRB1_1101. The binding affinity (normalized) is 0.538. (8) The peptide sequence is KVCYLTINQCGDPSS. The MHC is DRB1_0101 with pseudo-sequence DRB1_0101. The binding affinity (normalized) is 0.786. (9) The peptide sequence is GPAYSAHCIGITDRD. The MHC is DRB1_0801 with pseudo-sequence DRB1_0801. The binding affinity (normalized) is 0.463.